This data is from Full USPTO retrosynthesis dataset with 1.9M reactions from patents (1976-2016). The task is: Predict the reactants needed to synthesize the given product. (1) Given the product [OH:16][C:15]1[C:10]2[CH2:9][CH2:8][NH:7][C:6]3[CH:43]=[C:2]([N:57]4[CH2:61][CH2:60][CH2:59][CH2:58]4)[CH:3]=[CH:4][C:5]=3[C:11]=2[NH:12][C:13](=[O:21])[C:14]=1[C:17]([OH:19])=[O:18], predict the reactants needed to synthesize it. The reactants are: Cl[C:2]1[CH:3]=[CH:4][C:5]2[C:11]3[N:12](CC4C=CC(OC)=CC=4OC)[C:13](=[O:21])[C:14]([C:17]([O:19]C)=[O:18])=[C:15]([OH:16])[C:10]=3[CH2:9][CH2:8][N:7](C(OCC3C=CC=CC=3)=O)[C:6]=2[CH:43]=1.CC([O-])(C)C.[Na+].C1(C)C=CC=CC=1.[NH:57]1[CH2:61][CH2:60][CH2:59][CH2:58]1. (2) Given the product [NH2:25][C:21]1[C:18]2[C:19](=[O:20])[N:13]([C:10]3[CH:11]=[CH:12][C:7]([C:32]4[CH:33]=[CH:34][CH:35]=[CH:36][C:31]=4[F:30])=[C:8]([F:27])[CH:9]=3)[CH2:14][C@@H:15]([CH3:26])[O:16][C:17]=2[N:24]=[CH:23][N:22]=1, predict the reactants needed to synthesize it. The reactants are: FC(F)(F)S(O[C:7]1[CH:12]=[CH:11][C:10]([N:13]2[C:19](=[O:20])[C:18]3[C:21]([NH2:25])=[N:22][CH:23]=[N:24][C:17]=3[O:16][C@H:15]([CH3:26])[CH2:14]2)=[CH:9][C:8]=1[F:27])(=O)=O.[F:30][C:31]1[CH:36]=[CH:35][CH:34]=[CH:33][C:32]=1B(O)O. (3) Given the product [NH:1]1[C:9]2[C:4](=[CH:5][CH:6]=[CH:7][CH:8]=2)[C:3](/[CH:10]=[C:11]2/[C:12](=[O:21])[C:13]3[C:18]([CH2:19]/2)=[C:17]([CH2:35][N:32]2[CH2:33][CH2:34][N:29]([C:27]([O:26][C:22]([CH3:25])([CH3:23])[CH3:24])=[O:28])[CH2:30][CH2:31]2)[C:16]([OH:20])=[CH:15][CH:14]=3)=[CH:2]1, predict the reactants needed to synthesize it. The reactants are: [NH:1]1[C:9]2[C:4](=[CH:5][CH:6]=[CH:7][CH:8]=2)[C:3](/[CH:10]=[C:11]2/[C:12](=[O:21])[C:13]3[C:18]([CH2:19]/2)=[CH:17][C:16]([OH:20])=[CH:15][CH:14]=3)=[CH:2]1.[C:22]([O:26][C:27]([N:29]1[CH2:34][CH2:33][NH:32][CH2:31][CH2:30]1)=[O:28])([CH3:25])([CH3:24])[CH3:23].[CH2:35]=O. (4) Given the product [C:1]([O:5][C:6]([N:8]1[CH2:13][CH2:12][C:11]([CH2:18][CH:17]=[CH2:16])([OH:14])[CH2:10][C@@H:9]1[CH3:15])=[O:7])([CH3:4])([CH3:2])[CH3:3], predict the reactants needed to synthesize it. The reactants are: [C:1]([O:5][C:6]([N:8]1[CH2:13][CH2:12][C:11](=[O:14])[CH2:10][C@@H:9]1[CH3:15])=[O:7])([CH3:4])([CH3:3])[CH3:2].[CH2:16]([Mg]Br)[CH:17]=[CH2:18].